Dataset: Catalyst prediction with 721,799 reactions and 888 catalyst types from USPTO. Task: Predict which catalyst facilitates the given reaction. (1) Reactant: [C:1](Cl)(=[O:6])[C:2]([CH3:5])([CH3:4])[CH3:3].[Br-:8].C[SiH](C)C.[Bi](Br)(Br)Br.O=[CH:18][C@@H:19]([C@H:21]([C@@H:23]([C@@H:25]([CH2:27][OH:28])[OH:26])[OH:24])[OH:22])[OH:20]. Product: [CH3:3][C:2]([CH3:5])([CH3:4])[C:1]([O:20][C@@H:19]1[C@@H:21]([O:22][C:1](=[O:6])[C:2]([CH3:5])([CH3:4])[CH3:3])[C@H:23]([O:24][C:1](=[O:6])[C:2]([CH3:5])([CH3:4])[CH3:3])[C@@H:25]([CH2:27][O:28][C:1](=[O:6])[C:2]([CH3:5])([CH3:4])[CH3:3])[O:26][C@@H:18]1[Br:8])=[O:6]. The catalyst class is: 4. (2) Reactant: Cl.[F:2][C:3]1([F:9])[CH2:8][CH2:7][NH:6][CH2:5][CH2:4]1.[OH-].[Na+].[N:12]([O-])=[O:13].[Na+].C(=O)([O-])O.[Na+]. Product: [F:2][C:3]1([F:9])[CH2:8][CH2:7][N:6]([N:12]=[O:13])[CH2:5][CH2:4]1. The catalyst class is: 211. (3) Reactant: [NH2:1][C:2]1[C:7]([OH:8])=[CH:6][CH:5]=[C:4]([CH2:9][CH2:10][C:11]2[N:21]=[C:14]3[C:15]([CH3:20])=[N:16][CH:17]=[C:18]([CH3:19])[N:13]3[N:12]=2)[N:3]=1.[OH:22][CH2:23][CH2:24][C:25](=O)[CH3:26].[BH3-]C#N.[Na+]. Product: [CH3:19][C:18]1[N:13]2[N:12]=[C:11]([CH2:10][CH2:9][C:4]3[N:3]=[C:2]([NH:1][CH:25]([CH2:24][CH2:23][OH:22])[CH3:26])[C:7]([OH:8])=[CH:6][CH:5]=3)[N:21]=[C:14]2[C:15]([CH3:20])=[N:16][CH:17]=1. The catalyst class is: 5. (4) Reactant: [CH3:1][C:2]1[CH:7]=[CH:6][C:5]([CH2:8][S:9]([NH2:12])(=[O:11])=[O:10])=[CH:4][CH:3]=1.CCN(C(C)C)C(C)C.[C:22]([C:24]1[C:25]([N:37]2[CH2:42][CH2:41][CH:40]([C:43](O)=[O:44])[CH2:39][CH2:38]2)=[N:26][C:27]([CH3:36])=[C:28]([C:30]([O:32][CH:33]([CH3:35])[CH3:34])=[O:31])[CH:29]=1)#[N:23].CN(C(ON1N=NC2C=CC=CC1=2)=[N+](C)C)C.[B-](F)(F)(F)F.C([O-])(O)=O.[Na+]. Product: [C:22]([C:24]1[C:25]([N:37]2[CH2:42][CH2:41][CH:40]([C:43]([NH:12][S:9]([CH2:8][C:5]3[CH:6]=[CH:7][C:2]([CH3:1])=[CH:3][CH:4]=3)(=[O:11])=[O:10])=[O:44])[CH2:39][CH2:38]2)=[N:26][C:27]([CH3:36])=[C:28]([CH:29]=1)[C:30]([O:32][CH:33]([CH3:34])[CH3:35])=[O:31])#[N:23]. The catalyst class is: 2. (5) Reactant: [Cl:1][C:2]1[CH:3]=[C:4]([C:28]([O:30]C)=[O:29])[CH:5]=[N:6][C:7]=1[CH2:8][NH:9][C:10]([NH:12][CH:13]1[C:19]2[CH:20]=[CH:21][CH:22]=[CH:23][C:18]=2[CH2:17][CH2:16][C:15]2[CH:24]=[CH:25][CH:26]=[CH:27][C:14]1=2)=[O:11].[OH-].[Na+]. Product: [Cl:1][C:2]1[CH:3]=[C:4]([C:28]([OH:30])=[O:29])[CH:5]=[N:6][C:7]=1[CH2:8][NH:9][C:10]([NH:12][CH:13]1[C:14]2[CH:27]=[CH:26][CH:25]=[CH:24][C:15]=2[CH2:16][CH2:17][C:18]2[CH:23]=[CH:22][CH:21]=[CH:20][C:19]1=2)=[O:11]. The catalyst class is: 200.